Predict the product of the given reaction. From a dataset of Forward reaction prediction with 1.9M reactions from USPTO patents (1976-2016). (1) Given the reactants [NH2:1][C:2]1[N:7]([CH2:8][CH2:9][CH2:10][CH2:11][CH3:12])[C:6](=[O:13])[N:5]([CH3:14])[C:4](=[O:15])[C:3]=1[N:16]=O.[F:18][C:19]([F:30])([F:29])[C:20](O[C:20](=O)[C:19]([F:30])([F:29])[F:18])=O.C1COCC1.[OH-].[Na+], predict the reaction product. The product is: [CH3:14][N:5]1[C:4](=[O:15])[C:3]2[NH:16][C:20]([C:19]([F:30])([F:29])[F:18])=[N:1][C:2]=2[N:7]([CH2:8][CH2:9][CH2:10][CH2:11][CH3:12])[C:6]1=[O:13]. (2) The product is: [NH2:30][C@@H:27]1[CH2:28][CH2:29][N:25]([CH2:24][C:14]2[CH:13]=[C:12]3[C:17]([C:18](=[O:19])[N:9]([CH2:8][C:6]4[CH:7]=[C:2]([Cl:1])[CH:3]=[CH:4][C:5]=4[S:38]([CH2:41][CH3:42])(=[O:39])=[O:40])[CH:10]=[N:11]3)=[CH:16][C:15]=2[C:20]([F:21])([F:22])[F:23])[CH2:26]1. Given the reactants [Cl:1][C:2]1[CH:3]=[CH:4][C:5]([S:38]([CH2:41][CH3:42])(=[O:40])=[O:39])=[C:6]([CH2:8][N:9]2[C:18](=[O:19])[C:17]3[C:12](=[CH:13][C:14]([CH2:24][N:25]4[CH2:29][CH2:28][C@@H:27]([NH:30]C(=O)OC(C)(C)C)[CH2:26]4)=[C:15]([C:20]([F:23])([F:22])[F:21])[CH:16]=3)[N:11]=[CH:10]2)[CH:7]=1.Cl.C(S(N1C=CC=C1CN)(=O)=O)C, predict the reaction product. (3) Given the reactants [C:1]([CH:6]=P(C1C=CC=CC=1)(C1C=CC=CC=1)C1C=CC=CC=1)([O:3][CH2:4][CH3:5])=[O:2].[CH3:26][C:27]1[N:32]=[CH:31][C:30]([CH2:33][OH:34])=[C:29]([CH:35]=O)[C:28]=1[OH:37].C(N(CC)CC)C, predict the reaction product. The product is: [CH2:4]([O:3][C:1](=[O:2])[CH:6]=[CH:35][C:29]1[C:30]([CH2:33][OH:34])=[CH:31][N:32]=[C:27]([CH3:26])[C:28]=1[OH:37])[CH3:5]. (4) Given the reactants [NH2:1][C:2]1[CH:7]=[C:6]([C:8]2[CH:9]=[C:10]([C:14](=[O:23])[CH2:15]CN3CCOCC3)[CH:11]=[CH:12][CH:13]=2)[CH:5]=[CH:4][N:3]=1.[C:24](N)(=[O:31])[C:25]1[CH:30]=[CH:29][CH:28]=[CH:27][CH:26]=1, predict the reaction product. The product is: [C:14]([C:10]1[CH:9]=[C:8]([C:6]2[CH:5]=[CH:4][N:3]=[C:2]([NH:1][C:24](=[O:31])[C:25]3[CH:30]=[CH:29][C:28]([C:6]([CH3:8])([CH3:7])[CH3:5])=[CH:27][CH:26]=3)[CH:7]=2)[CH:13]=[CH:12][CH:11]=1)(=[O:23])[CH3:15]. (5) Given the reactants [NH2:1][CH2:2][CH2:3][O:4][CH2:5][CH2:6][O:7][CH2:8][CH2:9][O:10][CH2:11][CH2:12][N:13]1[CH2:18][CH2:17][N:16]([C:19]2[N:24]=[C:23]([O:25][CH3:26])[C:22]([S:27][C:28]3[N:33]=[C:32]([NH2:34])[CH:31]=[C:30]([NH2:35])[N:29]=3)=[C:21]([O:36][CH3:37])[N:20]=2)[CH2:15][CH2:14]1.[CH2:38]1[S:42][C@@H:41]([CH2:43][CH2:44][CH2:45][CH2:46][C:47](O)=[O:48])[C@H:40]2[NH:50][C:51]([NH:53][C@@H:39]12)=[O:52].CCN=C=NCCCN(C)C, predict the reaction product. The product is: [NH2:35][C:30]1[CH:31]=[C:32]([NH2:34])[N:33]=[C:28]([S:27][C:22]2[C:21]([O:36][CH3:37])=[N:20][C:19]([N:16]3[CH2:17][CH2:18][N:13]([CH2:12][CH2:11][O:10][CH2:9][CH2:8][O:7][CH2:6][CH2:5][O:4][CH2:3][CH2:2][NH:1][C:47](=[O:48])[CH2:46][CH2:45][CH2:44][CH2:43][CH:41]4[CH:40]5[CH:39]([NH:53][C:51](=[O:52])[NH:50]5)[CH2:38][S:42]4)[CH2:14][CH2:15]3)=[N:24][C:23]=2[O:25][CH3:26])[N:29]=1. (6) The product is: [OH:4][NH:5][C:6]([CH:8]1[CH2:13][CH2:12][CH:11]([O:14][CH3:15])[CH2:10][N:9]1[S:16]([C:19]1[CH:24]=[CH:23][C:22]([O:25][CH2:26][C:27]2[CH:28]=[CH:29][CH:30]=[CH:31][CH:32]=2)=[CH:21][CH:20]=1)(=[O:18])=[O:17])=[O:7]. Given the reactants C([O:4][NH:5][C:6]([CH:8]1[CH2:13][CH2:12][CH:11]([O:14][CH3:15])[CH2:10][N:9]1[S:16]([C:19]1[CH:24]=[CH:23][C:22]([O:25][CH2:26][C:27]2[CH:32]=[CH:31][CH:30]=[CH:29][CH:28]=2)=[CH:21][CH:20]=1)(=[O:18])=[O:17])=[O:7])C=C.C([O-])=O.C([NH+](CC)CC)C.C(#N)C, predict the reaction product. (7) The product is: [OH:49][N:48]=[C:47]([NH2:46])[CH2:50][CH2:51][CH2:52][CH2:53][N:54]1[C:58]2[CH:59]=[C:60]([CH3:63])[CH:61]=[CH:62][C:57]=2[O:56][C:55]1=[O:64]. Given the reactants Cl.NO.C1C=CC2C(C3C=CC(O)=CC=3)(C3C=CC(O)=CC=3)OC(=O)C=2C=1.C[O-].[Na+].O=C1N[C@H]2CS[C@@H](CCCCCC3[O:49][N:48]=[C:47]([CH2:50][CH2:51][CH2:52][CH2:53][N:54]4[C:58]5[CH:59]=[C:60]([CH3:63])[CH:61]=[CH:62][C:57]=5[O:56][C:55]4=[O:64])[N:46]=3)[C@H]2N1, predict the reaction product. (8) The product is: [Cl:1][C:2]1[CH:7]=[C:6]([Cl:8])[CH:5]=[CH:4][C:3]=1[C:9]1[N:10]=[C:11]([CH3:30])[C:12]([NH:17][C@@H:18]2[C:26]3[C:21](=[CH:22][CH:23]=[CH:24][CH:25]=3)[CH2:20][C@@H:19]2[O:27][CH2:28][CH3:29])=[N:13][C:14]=1[CH3:15]. Given the reactants [Cl:1][C:2]1[CH:7]=[C:6]([Cl:8])[CH:5]=[CH:4][C:3]=1[C:9]1[N:10]=[C:11]([CH2:30]C)[C:12]([NH:17][C@@H:18]2[C:26]3[C:21](=[CH:22][CH:23]=[CH:24][CH:25]=3)[CH2:20][C@@H:19]2[O:27][CH2:28][CH3:29])=[N:13][C:14]=1[CH2:15]C.ClC1C=C(Cl)C=CC=1C1N=C(C)C(N[C@@H]2C3C(=CC=CC=3)C[C@@H]2O)=NC=1C, predict the reaction product. (9) Given the reactants [C:1]([O:5][C:6](=[O:19])[C:7]([S:10][C:11]1[S:12][CH:13]=[C:14]([CH2:16][CH2:17][OH:18])[N:15]=1)([CH3:9])[CH3:8])([CH3:4])([CH3:3])[CH3:2].[Br:20][C:21]1[CH:22]=[CH:23][C:24](O)=[N:25][CH:26]=1.C1(P(C2C=CC=CC=2)C2C=CC=CC=2)C=CC=CC=1.[N+](C(OC(C)C)=O)(C(OC(C)C)=O)=[N-], predict the reaction product. The product is: [C:1]([O:5][C:6](=[O:19])[C:7]([S:10][C:11]1[S:12][CH:13]=[C:14]([CH2:16][CH2:17][O:18][C:24]2[CH:23]=[CH:22][C:21]([Br:20])=[CH:26][N:25]=2)[N:15]=1)([CH3:9])[CH3:8])([CH3:2])([CH3:4])[CH3:3].